The task is: Predict the reaction yield, written as a fraction of the theoretical maximum amount of product (1.0 means a 100% yield; for example, 0.34 means a 34% yield).. This data is from Reaction yield outcomes from USPTO patents with 853,638 reactions. (1) The reactants are [C:1]([C:5]1[CH:10]=[CH:9][CH:8]=[CH:7][C:6]=1[N:11]1[CH2:16][CH2:15][N:14]([C:17](=[O:34])[C:18]([NH:20][CH:21]2[CH2:26][CH2:25][N:24]([C:27](=[O:33])[C:28]([O:30]CC)=[O:29])[CH2:23][CH2:22]2)=[O:19])[CH2:13][CH2:12]1)([CH3:4])([CH3:3])[CH3:2].[Li+].[OH-].Cl. The catalyst is O1CCCC1. The product is [C:1]([C:5]1[CH:10]=[CH:9][CH:8]=[CH:7][C:6]=1[N:11]1[CH2:16][CH2:15][N:14]([C:17](=[O:34])[C:18]([NH:20][CH:21]2[CH2:26][CH2:25][N:24]([C:27](=[O:33])[C:28]([OH:30])=[O:29])[CH2:23][CH2:22]2)=[O:19])[CH2:13][CH2:12]1)([CH3:4])([CH3:2])[CH3:3]. The yield is 0.910. (2) The catalyst is CN(C=O)C.C(OCC)(=O)C. The yield is 0.600. The reactants are [NH2:1][C:2]1[CH:7]=[CH:6][CH:5]=[CH:4][CH:3]=1.N1C(C)=CC=CC=1C.S(C1C=CC(C)=CC=1)(O[CH2:20][CH2:21][F:22])(=O)=O. The product is [F:22][CH2:21][CH2:20][NH:1][C:2]1[CH:7]=[CH:6][CH:5]=[CH:4][CH:3]=1. (3) The reactants are [H-].[Na+].[CH3:3][C:4]1([CH3:11])[O:8][CH:7]([CH2:9][OH:10])[CH2:6][O:5]1.Br[CH2:13][CH2:14][CH2:15][CH2:16][CH2:17][CH2:18][CH2:19][CH2:20][CH2:21][CH2:22][CH2:23][CH2:24][CH2:25][CH2:26][CH2:27][CH3:28]. The catalyst is CN(C)C=O. The product is [CH3:3][C:4]1([CH3:11])[O:8][CH:7]([CH2:9][O:10][CH2:28][CH2:27][CH2:26][CH2:25][CH2:24][CH2:23][CH2:22][CH2:21][CH2:20][CH2:19][CH2:18][CH2:17][CH2:16][CH2:15][CH2:14][CH3:13])[CH2:6][O:5]1. The yield is 0.570. (4) The reactants are [NH:1]1[CH2:6][CH2:5][O:4][CH2:3][CH2:2]1.[N:7]1[C:14]([Cl:15])=[N:13][C:11](Cl)=[N:10][C:8]=1[Cl:9]. The catalyst is C(Cl)(Cl)Cl.O. The product is [Cl:9][C:8]1[N:7]=[C:14]([Cl:15])[N:13]=[C:11]([N:1]2[CH2:6][CH2:5][O:4][CH2:3][CH2:2]2)[N:10]=1. The yield is 0.390. (5) The reactants are C1C[CH2:10][N:9]2[C:4](=NCC[CH2:8]2)[CH2:3][CH2:2]1.[N+:12]([C:15]1[CH:16]=[N:17][NH:18][CH:19]=1)([O-:14])=[O:13].C1C[O:23]CC1. No catalyst specified. The product is [CH3:8][N:9]([CH3:10])[CH2:4][CH:3]([OH:23])[CH2:2][N:17]1[CH:16]=[C:15]([N+:12]([O-:14])=[O:13])[CH:19]=[N:18]1. The yield is 0.460.